From a dataset of Full USPTO retrosynthesis dataset with 1.9M reactions from patents (1976-2016). Predict the reactants needed to synthesize the given product. (1) Given the product [Cl:1][C:2]1[CH:10]=[CH:9][CH:8]=[CH:7][C:3]=1[C:4]([O:6][CH2:20][CH2:19][C:18]#[C:17][C:12]1[CH:13]=[CH:14][CH:15]=[CH:16][N:11]=1)=[O:5], predict the reactants needed to synthesize it. The reactants are: [Cl:1][C:2]1[CH:10]=[CH:9][CH:8]=[CH:7][C:3]=1[C:4]([OH:6])=[O:5].[N:11]1[CH:16]=[CH:15][CH:14]=[CH:13][C:12]=1[C:17]#[C:18][CH2:19][CH2:20]O.CCN=C=NCCCN(C)C.Cl. (2) Given the product [CH3:2][C:3]1[N:4]([CH2:9][CH2:10][CH2:11][N:12]2[C:16]3[CH2:15][CH2:14][S:13][CH2:18][C:17]=3[C:39](=[O:40])[NH:38][C:36]2=[O:37])[CH:5]=[C:6]([CH3:8])[N:7]=1, predict the reactants needed to synthesize it. The reactants are: Cl.[CH3:2][C:3]1[N:4]([CH2:9][CH2:10][CH2:11][NH2:12])[CH:5]=[C:6]([CH3:8])[N:7]=1.[S:13]1[CH2:18][CH2:17][C:16](=O)[CH2:15][CH2:14]1.C12(CS(O)(=O)=O)C(C)(C)C(CC1)CC2=O.Cl[C:36]([N:38]=[C:39]=[O:40])=[O:37].